From a dataset of Full USPTO retrosynthesis dataset with 1.9M reactions from patents (1976-2016). Predict the reactants needed to synthesize the given product. (1) Given the product [NH2:29][C:24]1[CH:25]=[CH:26][CH:27]=[CH:28][C:23]=1/[CH:22]=[CH:21]/[C:20]1[NH:19][C:3]2=[CH:4][C:5]3[C:6]([CH3:18])([CH3:17])[C:7](=[O:16])[N:8]([CH2:11][CH2:12][CH2:13][CH2:14][CH3:15])[C:9]=3[CH:10]=[C:2]2[N:1]=1, predict the reactants needed to synthesize it. The reactants are: [NH2:1][C:2]1[CH:10]=[C:9]2[C:5]([C:6]([CH3:18])([CH3:17])[C:7](=[O:16])[N:8]2[CH2:11][CH2:12][CH2:13][CH2:14][CH3:15])=[CH:4][C:3]=1[NH:19][C:20](=O)/[CH:21]=[CH:22]/[C:23]1[CH:28]=[CH:27][CH:26]=[CH:25][C:24]=1[NH2:29].CC(O)C.Cl. (2) Given the product [Cl:16][C:17]1[CH:22]=[CH:21][C:20]([S:23]([O:1][N:2]=[C:3]([C:14]#[N:15])[C:4]2[CH:9]=[CH:8][C:7]([O:10][CH3:11])=[C:6]([O:12][CH3:13])[CH:5]=2)(=[O:25])=[O:24])=[CH:19][CH:18]=1, predict the reactants needed to synthesize it. The reactants are: [OH:1][N:2]=[C:3]([C:14]#[N:15])[C:4]1[CH:9]=[CH:8][C:7]([O:10][CH3:11])=[C:6]([O:12][CH3:13])[CH:5]=1.[Cl:16][C:17]1[CH:22]=[CH:21][C:20]([S:23](Cl)(=[O:25])=[O:24])=[CH:19][CH:18]=1.C(N(CC)CC)C. (3) Given the product [C:4]([Si:1]([O:8][CH2:9][CH:10]1[O:23][C:13]2[C:14]3[CH2:15][CH2:16][CH2:17][CH2:18][C:19]=3[CH:20]=[CH:21][C:12]=2[CH2:11]1)([CH3:3])[CH3:2])([CH3:5])([CH3:6])[CH3:7], predict the reactants needed to synthesize it. The reactants are: [Si:1]([O:8][CH2:9][CH:10]([OH:23])[CH2:11][C:12]1[CH:21]=[CH:20][C:19]2[CH2:18][CH2:17][CH2:16][CH2:15][C:14]=2[C:13]=1O)([C:4]([CH3:7])([CH3:6])[CH3:5])([CH3:3])[CH3:2].C1(P(C2C=CC=CC=2)C2C=CC=CC=2)C=CC=CC=1.CCOC(/N=N/C(OCC)=O)=O.C([Si](C)(C)OCC1OC2C3CCCC=3C=CC=2C1)(C)(C)C. (4) Given the product [F:1][C:2]1[C:7]([F:8])=[C:6]([C:9]2[CH:14]=[CH:13][C:12]([CH2:15][CH2:16][CH2:17][CH2:18][CH3:19])=[CH:11][CH:10]=2)[CH:5]=[C:4]([CH3:20])[C:3]=1[CH:29]=[O:30], predict the reactants needed to synthesize it. The reactants are: [F:1][C:2]1[CH:3]=[C:4]([CH3:20])[CH:5]=[C:6]([C:9]2[CH:14]=[CH:13][C:12]([CH2:15][CH2:16][CH2:17][CH2:18][CH3:19])=[CH:11][CH:10]=2)[C:7]=1[F:8].[Li]C(CC)C.CN([CH:29]=[O:30])C.Cl. (5) Given the product [Br:28][C:26]1[CH:25]=[CH:24][C:14]2[C:15]([OH:16])=[N:17][C:2]3[C:3]([C:13]=2[CH:27]=1)=[C:4]([O:8][CH2:9][CH2:10][CH2:11][CH3:12])[N:5]=[CH:6][CH:7]=3, predict the reactants needed to synthesize it. The reactants are: N[C:2]1[CH:7]=[CH:6][N:5]=[C:4]([O:8][CH2:9][CH2:10][CH2:11][CH3:12])[C:3]=1[C:13]1[CH:27]=[C:26]([Br:28])[CH:25]=[CH:24][C:14]=1[C:15]([N:17](C(C)C)C(C)C)=[O:16].C[Si]([N-][Si](C)(C)C)(C)C.[Na+]. (6) Given the product [NH2:14][C:11]1[CH:10]=[CH:9][C:8]([C:6]2[CH:5]=[CH:4][C:3]([C:29]#[N:30])=[C:2]([Cl:1])[N:7]=2)=[CH:13][CH:12]=1, predict the reactants needed to synthesize it. The reactants are: [Cl:1][C:2]1[N:7]=[C:6]([C:8]2[CH:13]=[CH:12][C:11]([NH:14]C(NC3C=C(C(F)(F)F)C=CC=3F)=O)=[CH:10][CH:9]=2)[CH:5]=[CH:4][C:3]=1[C:29]#[N:30].O.NN. (7) Given the product [CH:1]1[C:10]2[CH:11]3[CH2:17][CH2:16][NH:15][CH2:14][CH2:13][CH:12]3[N:8]3[C:9]=2[C:4]([CH2:5][CH2:6][CH2:7]3)=[CH:3][CH:2]=1, predict the reactants needed to synthesize it. The reactants are: [CH:1]1[C:10]2[CH:11]3[CH2:17][CH2:16][N:15](C(OC(C)(C)C)=O)[CH2:14][CH2:13][CH:12]3[N:8]3[C:9]=2[C:4]([CH2:5][CH2:6][CH2:7]3)=[CH:3][CH:2]=1.C(O)(C(F)(F)F)=O. (8) Given the product [ClH:53].[ClH:53].[CH2:1]([C:5]1[CH:6]=[CH:7][C:8]([N:9]([CH:10]2[CH2:11][CH2:12][N:13]([CH2:16][C:17]3[CH:22]=[CH:21][N:20]=[C:19]([C:23]4[CH:28]=[C:27]([O:29][CH3:30])[C:26]([O:31][CH3:32])=[C:25]([O:33][CH3:34])[CH:24]=4)[CH:18]=3)[CH2:14][CH2:15]2)[CH2:52][C:51]2[CH:54]=[CH:55][CH:56]=[C:49]([C:41]3[CH:42]=[C:43]([O:47][CH3:48])[C:44]([O:45][CH3:46])=[C:39]([O:38][CH3:37])[CH:40]=3)[CH:50]=2)=[CH:35][CH:36]=1)[CH2:2][CH2:3][CH3:4], predict the reactants needed to synthesize it. The reactants are: [CH2:1]([C:5]1[CH:36]=[CH:35][C:8]([NH:9][CH:10]2[CH2:15][CH2:14][N:13]([CH2:16][C:17]3[CH:22]=[CH:21][N:20]=[C:19]([C:23]4[CH:28]=[C:27]([O:29][CH3:30])[C:26]([O:31][CH3:32])=[C:25]([O:33][CH3:34])[CH:24]=4)[CH:18]=3)[CH2:12][CH2:11]2)=[CH:7][CH:6]=1)[CH2:2][CH2:3][CH3:4].[CH3:37][O:38][C:39]1[CH:40]=[C:41]([C:49]2[CH:50]=[C:51]([CH:54]=[CH:55][CH:56]=2)[CH2:52][Cl:53])[CH:42]=[C:43]([O:47][CH3:48])[C:44]=1[O:45][CH3:46]. (9) Given the product [CH3:27][C:26]1[C:19]2[C:18]([CH2:17][C:16]3[N:11]4[CH:12]=[CH:13][CH:14]=[CH:15][C:10]4=[N:9][C:8]=3[S:7][CH2:6][CH2:5][CH2:4][C:3]([OH:28])=[O:2])=[CH:22][S:21][C:20]=2[CH:23]=[CH:24][CH:25]=1, predict the reactants needed to synthesize it. The reactants are: C[O:2][C:3](=[O:28])[CH2:4][CH2:5][CH2:6][S:7][C:8]1[N:9]=[C:10]2[CH:15]=[CH:14][CH:13]=[CH:12][N:11]2[C:16]=1[CH2:17][C:18]1[C:19]2[C:26]([CH3:27])=[CH:25][CH:24]=[CH:23][C:20]=2[S:21][CH:22]=1.O.[OH-].[Li+]. (10) Given the product [Cl:1][C:2]1[CH:3]=[C:4]([CH:25]=[CH:26][C:27]=1[F:28])[CH2:5][N:6]1[CH2:15][CH2:14][C:13]2[C:8](=[C:9]([O:22][CH3:23])[C:10](=[O:21])[N:11]([C:30]3[CH:35]=[CH:34][C:33]([CH3:36])=[CH:32][CH:31]=3)[C:12]=2[C:16]([N:18]([CH3:19])[CH3:20])=[O:17])[C:7]1=[O:24], predict the reactants needed to synthesize it. The reactants are: [Cl:1][C:2]1[CH:3]=[C:4]([CH:25]=[CH:26][C:27]=1[F:28])[CH2:5][N:6]1[CH2:15][CH2:14][C:13]2[C:8](=[C:9]([O:22][CH3:23])[C:10](=[O:21])[NH:11][C:12]=2[C:16]([N:18]([CH3:20])[CH3:19])=[O:17])[C:7]1=[O:24].B(O)(O)[C:30]1[CH:31]=[CH:32][C:33]([CH3:36])=[CH:34][CH:35]=1.N1C=CC=CC=1.[NH4+].[OH-].